Dataset: Full USPTO retrosynthesis dataset with 1.9M reactions from patents (1976-2016). Task: Predict the reactants needed to synthesize the given product. (1) Given the product [CH3:1][C:2]1[C:10]([O:11][C@H:12]2[CH2:17][CH2:16][C@H:15]([NH:18][CH2:21][CH2:20][C:19]([O:24][CH3:25])=[O:23])[CH2:14][CH2:13]2)=[CH:9][CH:8]=[C:7]2[C:3]=1[CH:4]=[N:5][NH:6]2, predict the reactants needed to synthesize it. The reactants are: [CH3:1][C:2]1[C:10]([O:11][C@H:12]2[CH2:17][CH2:16][C@H:15]([NH2:18])[CH2:14][CH2:13]2)=[CH:9][CH:8]=[C:7]2[C:3]=1[CH:4]=[N:5][NH:6]2.[C:19]([O:24][CH3:25])(=[O:23])[C:20](C)=[CH2:21]. (2) Given the product [C:6]([C:7]1[S:8][C:9]2[CH:15]=[C:14]([C:16]([O:18][CH2:19][CH3:20])=[O:17])[CH:13]=[CH:12][C:10]=2[N:11]=1)#[CH:5], predict the reactants needed to synthesize it. The reactants are: C[Si]([C:5]#[C:6][C:7]1[S:8][C:9]2[CH:15]=[C:14]([C:16]([O:18][CH2:19][CH3:20])=[O:17])[CH:13]=[CH:12][C:10]=2[N:11]=1)(C)C.C1OCCOCCOCCOCCOCCOC1.[F-].[K+]. (3) Given the product [CH3:5][C:6]1[CH:27]=[CH:26][CH:25]=[CH:24][C:7]=1[CH2:8][O:9][C:10]1[CH:15]=[CH:14][C:13]([CH:16]([C:21]#[C:22][CH3:23])[CH2:17][C:18]#[N:20])=[CH:12][CH:11]=1, predict the reactants needed to synthesize it. The reactants are: S(Cl)(Cl)=O.[CH3:5][C:6]1[CH:27]=[CH:26][CH:25]=[CH:24][C:7]=1[CH2:8][O:9][C:10]1[CH:15]=[CH:14][C:13]([CH:16]([C:21]#[C:22][CH3:23])[CH2:17][C:18]([NH2:20])=O)=[CH:12][CH:11]=1. (4) Given the product [C:18]([O:17][C:15]([N:11]1[CH2:12][CH2:13][CH2:14][CH:10]1[CH2:9][O:8][C:5]1[CH:6]=[CH:7][C:2]([C:15]([O:17][CH3:18])=[O:16])=[CH:3][C:4]=1[F:22])=[O:16])([CH3:21])([CH3:20])[CH3:19], predict the reactants needed to synthesize it. The reactants are: Br[C:2]1[CH:7]=[CH:6][C:5]([O:8][CH2:9][CH:10]2[CH2:14][CH2:13][CH2:12][N:11]2[C:15]([O:17][C:18]([CH3:21])([CH3:20])[CH3:19])=[O:16])=[C:4]([F:22])[CH:3]=1.CCN(CC)CC.C1(P(C2C=CC=CC=2)CCCP(C2C=CC=CC=2)C2C=CC=CC=2)C=CC=CC=1. (5) Given the product [OH:1][C@H:2]1[CH2:7][CH2:6][C@H:5]([C:8]([O:10][CH2:21][CH3:22])=[O:9])[CH2:4][CH2:3]1, predict the reactants needed to synthesize it. The reactants are: [OH:1][C@H:2]1[CH2:7][CH2:6][C@H:5]([C:8]([OH:10])=[O:9])[CH2:4][CH2:3]1.S(=O)(=O)(O)O.C(=O)(O)[O-].[Na+].[CH2:21](O)[CH3:22]. (6) The reactants are: B(Br)(Br)Br.Cl.[F:6][C:7]([F:41])([F:40])[S:8]([O:11][C:12]1[CH:21]=[CH:20][C:19]2[C:14](=[CH:15][CH:16]=[C:17]([O:22]C)[CH:18]=2)[C:13]=1[O:24][C:25]1[CH:30]=[CH:29][C:28]([O:31][CH2:32][CH2:33][N:34]2[CH2:39][CH2:38][CH2:37][CH2:36][CH2:35]2)=[CH:27][CH:26]=1)(=[O:10])=[O:9]. Given the product [F:40][C:7]([F:6])([F:41])[S:8]([O:11][C:12]1[CH:21]=[CH:20][C:19]2[C:14](=[CH:15][CH:16]=[C:17]([OH:22])[CH:18]=2)[C:13]=1[O:24][C:25]1[CH:26]=[CH:27][C:28]([O:31][CH2:32][CH2:33][N:34]2[CH2:39][CH2:38][CH2:37][CH2:36][CH2:35]2)=[CH:29][CH:30]=1)(=[O:10])=[O:9], predict the reactants needed to synthesize it. (7) The reactants are: [NH2:1][CH2:2][CH2:3][NH:4][S:5]([C:8]1[C:9]2[CH:10]=[CH:11][N:12]=[CH:13][C:14]=2[CH:15]=[CH:16][CH:17]=1)(=[O:7])=[O:6].Br[CH2:19][CH2:20][O:21][C:22]1[CH:27]=[CH:26][C:25]([Cl:28])=[CH:24][C:23]=1[C:29]([C:31]1[CH:36]=[CH:35][CH:34]=[CH:33][CH:32]=1)=[O:30].C(=O)([O-])[O-].[K+].[K+].CO. Given the product [ClH:28].[ClH:28].[C:29]([C:23]1[CH:24]=[C:25]([Cl:28])[CH:26]=[CH:27][C:22]=1[O:21][CH2:20][CH2:19][NH:1][CH2:2][CH2:3][NH:4][S:5]([C:8]1[C:9]2[CH:10]=[CH:11][N:12]=[CH:13][C:14]=2[CH:15]=[CH:16][CH:17]=1)(=[O:7])=[O:6])(=[O:30])[C:31]1[CH:36]=[CH:35][CH:34]=[CH:33][CH:32]=1, predict the reactants needed to synthesize it. (8) Given the product [CH:1]1([N:7]2[C:11]([C:12]3[CH:17]=[CH:16][CH:15]=[CH:14][CH:13]=3)=[C:10]([C:18]([O:20][CH2:21][CH3:22])=[O:19])[N:9]=[C:8]2[O:23][CH2:29][CH3:30])[CH2:2][CH2:3][CH2:4][CH2:5][CH2:6]1, predict the reactants needed to synthesize it. The reactants are: [CH:1]1([N:7]2[C:11]([C:12]3[CH:17]=[CH:16][CH:15]=[CH:14][CH:13]=3)=[C:10]([C:18]([O:20][CH2:21][CH3:22])=[O:19])[NH:9][C:8]2=[O:23])[CH2:6][CH2:5][CH2:4][CH2:3][CH2:2]1.F[B-](F)(F)F.[CH2:29]([O+](CC)CC)[CH3:30].C(=O)([O-])O.[Na+]. (9) Given the product [N:48]([CH2:30][C:26]1[CH:25]=[C:24]([CH2:23][CH:22]([NH:21][C:17]2[N:16]=[C:15]([N:14]([CH3:33])[C:4]3[CH:3]=[C:2]([NH2:1])[N:7]=[C:6]([C:8]4[CH:13]=[CH:12][CH:11]=[CH:10][CH:9]=4)[N:5]=3)[CH:20]=[CH:19][N:18]=2)[CH3:32])[CH:29]=[CH:28][CH:27]=1)=[N+:49]=[N-:50], predict the reactants needed to synthesize it. The reactants are: [NH2:1][C:2]1[N:7]=[C:6]([C:8]2[CH:13]=[CH:12][CH:11]=[CH:10][CH:9]=2)[N:5]=[C:4]([N:14]([CH3:33])[C:15]2[CH:20]=[CH:19][N:18]=[C:17]([NH:21][CH:22]([CH3:32])[CH2:23][C:24]3[CH:25]=[C:26]([CH2:30]O)[CH:27]=[CH:28][CH:29]=3)[N:16]=2)[CH:3]=1.C1(P([N:48]=[N+:49]=[N-:50])(C2C=CC=CC=2)=O)C=CC=CC=1.C1CCN2C(=NCCC2)CC1. (10) Given the product [F:23][C:11]1[C:12]([N:16]2[CH2:17][CH2:18][CH:19]([O:22][C:27]3[CH:28]=[CH:29][N:24]=[CH:25][CH:26]=3)[CH2:20][CH2:21]2)=[CH:13][CH:14]=[CH:15][C:10]=1[CH2:9][OH:8], predict the reactants needed to synthesize it. The reactants are: [Si]([O:8][CH2:9][C:10]1[C:11]([F:23])=[C:12]([N:16]2[CH2:21][CH2:20][CH:19]([OH:22])[CH2:18][CH2:17]2)[CH:13]=[CH:14][CH:15]=1)(C(C)(C)C)(C)C.[N:24]1[CH:29]=[CH:28][C:27](O)=[CH:26][CH:25]=1.C1(P(C2C=CC=CC=2)C2C=CC=CC=2)C=CC=CC=1.CC(OC(/N=N/C(OC(C)C)=O)=O)C.C1(C)C=CC=CC=1.CCCC[N+](CCCC)(CCCC)CCCC.[F-].C1COCC1.